This data is from Peptide-MHC class I binding affinity with 185,985 pairs from IEDB/IMGT. The task is: Regression. Given a peptide amino acid sequence and an MHC pseudo amino acid sequence, predict their binding affinity value. This is MHC class I binding data. The peptide sequence is VILFIMFML. The MHC is HLA-A02:02 with pseudo-sequence HLA-A02:02. The binding affinity (normalized) is 0.377.